Dataset: Reaction yield outcomes from USPTO patents with 853,638 reactions. Task: Predict the reaction yield, written as a fraction of the theoretical maximum amount of product (1.0 means a 100% yield; for example, 0.34 means a 34% yield). The reactants are [CH3:1][N:2]([CH3:15])[C:3]([N:5]1[CH2:9][CH:8]2[CH2:10][CH:11]([C:13]#[N:14])[CH2:12][CH:7]2[CH2:6]1)=[O:4].[CH2:16](Cl)[C:17]1[CH:22]=[CH:21][CH:20]=[CH:19][CH:18]=1.C[Si](C)(C)[N-][Si](C)(C)C.[Li+]. The catalyst is O1CCCC1. The product is [CH3:1][N:2]([CH3:15])[C:3]([N:5]1[CH2:9][CH:8]2[CH2:10][C:11]([CH2:16][C:17]3[CH:22]=[CH:21][CH:20]=[CH:19][CH:18]=3)([C:13]#[N:14])[CH2:12][CH:7]2[CH2:6]1)=[O:4]. The yield is 0.460.